From a dataset of Reaction yield outcomes from USPTO patents with 853,638 reactions. Predict the reaction yield, written as a fraction of the theoretical maximum amount of product (1.0 means a 100% yield; for example, 0.34 means a 34% yield). (1) The reactants are [F:1][C:2]1[CH:7]=[CH:6][CH:5]=[C:4]([OH:8])[C:3]=1O.[C:10](=[O:13])([O-])[O-].[K+].[K+].I[CH3:17]. The catalyst is CN(C)C=O.C(OCC)(=O)C. The product is [F:1][C:2]1[CH:7]=[CH:6][CH:5]=[C:4]([O:8][CH3:17])[C:3]=1[O:13][CH3:10]. The yield is 0.840. (2) The reactants are [CH2:1]([Zn]CC)C.ClCI.[Si:9]([O:16][CH2:17][CH2:18][C:19](=[CH2:22])[CH2:20][OH:21])([C:12]([CH3:15])([CH3:14])[CH3:13])([CH3:11])[CH3:10].[NH4+].[Cl-]. The catalyst is C(Cl)Cl. The product is [Si:9]([O:16][CH2:17][CH2:18][C:19]1([CH2:20][OH:21])[CH2:1][CH2:22]1)([C:12]([CH3:15])([CH3:14])[CH3:13])([CH3:10])[CH3:11]. The yield is 0.970. (3) The reactants are [CH2:1]1[CH2:6][C@H:5]([C:7]([OH:9])=[O:8])[CH2:4][CH2:3][C@H:2]1[CH2:10][NH2:11].[CH3:12][C:13]1[CH:34]=[CH:33][CH:32]=[CH:31][C:14]=1[C:15]([O:17][CH:18]([O:20][C:21](ON1C(=O)CCC1=O)=[O:22])[CH3:19])=[O:16]. The catalyst is CC(OC)(C)C.CC(C)=O.O. The product is [CH3:12][C:13]1[CH:34]=[CH:33][CH:32]=[CH:31][C:14]=1[C:15]([O:17][CH:18]([O:20][C:21]([NH:11][CH2:10][C@H:2]1[CH2:3][CH2:4][C@H:5]([C:7]([OH:9])=[O:8])[CH2:6][CH2:1]1)=[O:22])[CH3:19])=[O:16]. The yield is 0.360. (4) The reactants are [OH:1][CH2:2][C:3]1[CH:8]=[CH:7][C:6]([CH2:9][C:10]([OH:12])=[O:11])=[CH:5][CH:4]=1. The catalyst is C(Cl)(Cl)Cl.[O-2].[O-2].[Mn+4]. The product is [CH:2]([C:3]1[CH:8]=[CH:7][C:6]([CH2:9][C:10]([OH:12])=[O:11])=[CH:5][CH:4]=1)=[O:1]. The yield is 0.590. (5) The product is [Br:1][C:2]1[CH:3]=[CH:4][C:5]2[O:14][C:13]3[C:12](=[O:15])[NH:11][C:10]([CH2:16][NH:32][CH2:31][C:28]4[CH:27]=[CH:26][C:25]([N:22]5[CH2:21][CH2:20][N:19]([CH3:18])[CH2:24][CH2:23]5)=[CH:30][CH:29]=4)=[N:9][C:8]=3[C:6]=2[CH:7]=1. The yield is 0.170. The reactants are [Br:1][C:2]1[CH:3]=[CH:4][C:5]2[O:14][C:13]3[C:12](=[O:15])[NH:11][C:10]([CH2:16]Cl)=[N:9][C:8]=3[C:6]=2[CH:7]=1.[CH3:18][N:19]1[CH2:24][CH2:23][N:22]([C:25]2[CH:30]=[CH:29][C:28]([CH2:31][NH2:32])=[CH:27][CH:26]=2)[CH2:21][CH2:20]1.C([O-])([O-])=O.[Cs+].[Cs+]. The catalyst is CN(C=O)C. (6) The reactants are [CH3:1][CH:2]1[CH2:7][CH2:6][CH2:5][N:4]([C:8]2[O:9][C:10]([C:17]([NH:19][C:20]3[CH:25]=[CH:24][C:23]([C:26]4[CH:31]=[CH:30][C:29]([C:32]([O:34]C)=[O:33])=[CH:28][CH:27]=4)=[CH:22][CH:21]=3)=[O:18])=[C:11]([C:13]([F:16])([F:15])[F:14])[N:12]=2)[CH2:3]1.CO.O.O.[OH-].[Li+]. The catalyst is C1COCC1. The product is [CH3:1][CH:2]1[CH2:7][CH2:6][CH2:5][N:4]([C:8]2[O:9][C:10]([C:17]([NH:19][C:20]3[CH:25]=[CH:24][C:23]([C:26]4[CH:27]=[CH:28][C:29]([C:32]([OH:34])=[O:33])=[CH:30][CH:31]=4)=[CH:22][CH:21]=3)=[O:18])=[C:11]([C:13]([F:15])([F:16])[F:14])[N:12]=2)[CH2:3]1. The yield is 0.590. (7) The reactants are CN(C)/N=[C:4](\[C:24]([F:27])([F:26])[F:25])/[CH2:5][C:6]([NH:17][S@@:18]([C:20]([CH3:23])([CH3:22])[CH3:21])=[O:19])([C:9]1[CH:14]=[CH:13][CH:12]=[C:11]([CH3:15])[C:10]=1[F:16])[CH2:7][F:8].Cl.C([O:32]CC)C. The catalyst is O.O1CCOCC1. The product is [CH3:21][C:20]([S@:18]([NH:17][C@:6]([C:9]1[CH:14]=[CH:13][CH:12]=[C:11]([CH3:15])[C:10]=1[F:16])([CH2:5][C:4](=[O:32])[C:24]([F:27])([F:26])[F:25])[CH2:7][F:8])=[O:19])([CH3:23])[CH3:22]. The yield is 0.750.